Dataset: Catalyst prediction with 721,799 reactions and 888 catalyst types from USPTO. Task: Predict which catalyst facilitates the given reaction. (1) Reactant: [CH3:1][O:2][C:3]1[CH:4]=[C:5]2[C:9](=[CH:10][CH:11]=1)[N:8]([CH2:12][C:13]1[CH:18]=[CH:17][C:16]([CH2:19][O:20][C@H:21]([CH3:30])[C:22](N3CCOCC3)=[O:23])=[CH:15][CH:14]=1)[C:7]([CH3:31])=[C:6]2[C:32]([C:34]1[CH:39]=[CH:38][C:37]([CH3:40])=[CH:36][CH:35]=1)=[O:33].C1C[O:44]CC1.[OH-].[Li+]. Product: [CH3:1][O:2][C:3]1[CH:4]=[C:5]2[C:9](=[CH:10][CH:11]=1)[N:8]([CH2:12][C:13]1[CH:18]=[CH:17][C:16]([CH2:19][O:20][C@H:21]([CH3:30])[C:22]([OH:23])=[O:44])=[CH:15][CH:14]=1)[C:7]([CH3:31])=[C:6]2[C:32](=[O:33])[C:34]1[CH:39]=[CH:38][C:37]([CH3:40])=[CH:36][CH:35]=1. The catalyst class is: 24. (2) Reactant: [OH:1][CH2:2][CH2:3][C:4]([OH:6])=[O:5].[NH3:7]. Product: [OH:1][CH2:2][CH2:3][C:4]([OH:6])=[O:5].[OH:1][CH2:2][CH2:3][C:4]([O-:6])=[O:5].[NH4+:7]. The catalyst class is: 6. (3) Reactant: [CH2:1]([O:3][C:4](=[O:14])/[CH:5]=[CH:6]/[C:7]1[CH:12]=[CH:11][C:10]([Br:13])=[CH:9][CH:8]=1)[CH3:2].[CH2:15]1COCC1. Product: [CH2:1]([O:3][C:4]([C@@H:5]1[CH2:15][C@H:6]1[C:7]1[CH:8]=[CH:9][C:10]([Br:13])=[CH:11][CH:12]=1)=[O:14])[CH3:2]. The catalyst class is: 318. (4) Reactant: Br[C:2]1[CH:3]=[CH:4][C:5]([N+:8]([O-:10])=[O:9])=[N:6][CH:7]=1.[C:11]([O:19][CH2:20][CH3:21])(=[O:18])[CH2:12][C:13]([O:15][CH2:16][CH3:17])=[O:14].[H-].[Na+].N1CCC[C@H]1C(O)=O. Product: [N+:8]([C:5]1[N:6]=[CH:7][C:2]([CH:12]([C:13]([O:15][CH2:16][CH3:17])=[O:14])[C:11]([O:19][CH2:20][CH3:21])=[O:18])=[CH:3][CH:4]=1)([O-:10])=[O:9]. The catalyst class is: 122. (5) Reactant: Cl[C:2]1[C:11]2[C:6](=[C:7]([CH3:12])[CH:8]=[CH:9][CH:10]=2)[N:5]=[CH:4][N:3]=1.C([Sn](CCCC)(CCCC)[C:18]([O:20][CH2:21][CH3:22])=[CH2:19])CCC. Product: [CH2:21]([O:20][C:18]([C:2]1[C:11]2[C:6](=[C:7]([CH3:12])[CH:8]=[CH:9][CH:10]=2)[N:5]=[CH:4][N:3]=1)=[CH2:19])[CH3:22]. The catalyst class is: 741.